Dataset: Full USPTO retrosynthesis dataset with 1.9M reactions from patents (1976-2016). Task: Predict the reactants needed to synthesize the given product. Given the product [NH2:14][C:12]1[N:11]([CH3:24])[C:10](=[O:25])[CH2:9][C:8]([C:4]2[CH:5]=[CH:6][CH:7]=[C:2]([Br:1])[CH:3]=2)([CH3:26])[N:13]=1, predict the reactants needed to synthesize it. The reactants are: [Br:1][C:2]1[CH:3]=[C:4]([C:8]2([CH3:26])[N:13]=[C:12]([NH:14]CC3C=CC(OC)=CC=3)[N:11]([CH3:24])[C:10](=[O:25])[CH2:9]2)[CH:5]=[CH:6][CH:7]=1.O.[N+]([O-])([O-])=O.[Ce].[NH4+].C(=O)(O)[O-].[Na+].